This data is from Catalyst prediction with 721,799 reactions and 888 catalyst types from USPTO. The task is: Predict which catalyst facilitates the given reaction. (1) Reactant: [CH3:1][C:2]1[CH:3]=[C:4]([OH:9])[CH:5]=[C:6]([CH3:8])[CH:7]=1.Br[CH2:11][C:12]([O:14][CH2:15][CH3:16])=[O:13].C([O-])([O-])=O.[K+].[K+].O. Product: [CH3:1][C:2]1[CH:3]=[C:4]([CH:5]=[C:6]([CH3:8])[CH:7]=1)[O:9][CH2:11][C:12]([O:14][CH2:15][CH3:16])=[O:13]. The catalyst class is: 23. (2) The catalyst class is: 14. Product: [CH3:1][O:2][CH2:3][CH2:4][O:5][C:6]1[C:7]([CH3:39])=[C:8]([C:12]2[C:13]3[CH:20]=[C:19]([CH2:21][O:22][C:23]4[N:28]=[CH:27][C:26]([C@@H:29]([C:36]#[C:37][CH3:38])[CH2:30][C:31]([OH:33])=[O:32])=[CH:25][CH:24]=4)[CH:18]=[CH:17][C:14]=3[S:15][CH:16]=2)[CH:9]=[CH:10][CH:11]=1. Reactant: [CH3:1][O:2][CH2:3][CH2:4][O:5][C:6]1[C:7]([CH3:39])=[C:8]([C:12]2[C:13]3[CH:20]=[C:19]([CH2:21][O:22][C:23]4[N:28]=[CH:27][C:26]([C@@H:29]([C:36]#[C:37][CH3:38])[CH2:30][C:31]([O:33]CC)=[O:32])=[CH:25][CH:24]=4)[CH:18]=[CH:17][C:14]=3[S:15][CH:16]=2)[CH:9]=[CH:10][CH:11]=1.[Li+].[OH-].Cl. (3) Reactant: [CH2:1]([SH:13])[CH2:2][CH2:3][CH2:4][CH2:5][CH2:6][CH2:7][CH2:8][CH2:9][CH2:10][CH2:11][CH3:12].C[O-].[Na+:16]. Product: [CH2:1]([S-:13])[CH2:2][CH2:3][CH2:4][CH2:5][CH2:6][CH2:7][CH2:8][CH2:9][CH2:10][CH2:11][CH3:12].[Na+:16]. The catalyst class is: 5.